This data is from Forward reaction prediction with 1.9M reactions from USPTO patents (1976-2016). The task is: Predict the product of the given reaction. Given the reactants C[N:2](C)[CH:3]=[C:4]([C:7]([C:9]1[S:10][CH:11]=[CH:12][CH:13]=1)=[O:8])[C:5]#[N:6].[N+:15]([O-])(O)=O.NNC(N)=N.[OH-].[Na+], predict the reaction product. The product is: [NH2:2][C:3]1[C:4]([C:7]([C:9]2[S:10][CH:11]=[CH:12][CH:13]=2)=[O:8])=[CH:5][NH:6][N:15]=1.